The task is: Predict the reactants needed to synthesize the given product.. This data is from Full USPTO retrosynthesis dataset with 1.9M reactions from patents (1976-2016). (1) Given the product [CH3:1][N:2]1[CH:6]=[CH:5][N:4]=[C:3]1[CH:7]1[O:12][C:22](=[O:24])[NH:9][CH2:8]1, predict the reactants needed to synthesize it. The reactants are: [CH3:1][N:2]1[CH:6]=[CH:5][N:4]=[C:3]1[CH:7]([OH:12])[CH2:8][N+:9]([O-])=O.Cl.C(N(CC)CC)C.Cl[C:22](Cl)([O:24]C(=O)OC(Cl)(Cl)Cl)Cl. (2) Given the product [CH:7]1([CH2:12][C@H:13]([CH2:34][N:35]([CH:44]=[O:45])[O:36][CH2:37][C:38]2[CH:43]=[CH:42][CH:41]=[CH:40][CH:39]=2)[C:14]([N:16]2[C@H:20]([C:21]([NH:65][C:63]3[CH:62]=[CH:61][N:60]=[C:59]([N:53]4[CH2:54][CH2:55][N:56]([CH3:58])[CH2:57][C@@H:52]4[CH3:51])[N:64]=3)=[O:22])[CH2:19][CH2:18][N:17]2[C:24]([O:26][CH2:27][C:28]2[CH:29]=[CH:30][CH:31]=[CH:32][CH:33]=2)=[O:25])=[O:15])[CH2:8][CH2:9][CH2:10][CH2:11]1, predict the reactants needed to synthesize it. The reactants are: CN1C=CN=C1.[CH:7]1([CH2:12][C@H:13]([CH2:34][N:35]([CH:44]=[O:45])[O:36][CH2:37][C:38]2[CH:43]=[CH:42][CH:41]=[CH:40][CH:39]=2)[C:14]([N:16]2[C@H:20]([C:21](O)=[O:22])[CH2:19][CH2:18][N:17]2[C:24]([O:26][CH2:27][C:28]2[CH:33]=[CH:32][CH:31]=[CH:30][CH:29]=2)=[O:25])=[O:15])[CH2:11][CH2:10][CH2:9][CH2:8]1.S(Cl)(C)(=O)=O.[CH3:51][C@H:52]1[CH2:57][N:56]([CH3:58])[CH2:55][CH2:54][N:53]1[C:59]1[N:64]=[C:63]([NH2:65])[CH:62]=[CH:61][N:60]=1. (3) Given the product [C:5]([C:14]1[CH:13]=[CH:12][CH:11]=[CH:10][C:9]=1[C:7]([OH:6])=[O:8])(=[O:20])[CH2:1][CH2:2][CH2:3][CH3:4], predict the reactants needed to synthesize it. The reactants are: [CH:1]([CH:5]1[C:14]2[C:9](=[CH:10][CH:11]=[CH:12][CH:13]=2)[C:7](=[O:8])[O:6]1)=[CH:2][CH2:3][CH3:4].C(C1C2C(=CC=CC=2)C(=O)[O:20]1)CCC.